This data is from Forward reaction prediction with 1.9M reactions from USPTO patents (1976-2016). The task is: Predict the product of the given reaction. (1) Given the reactants [CH2:1]([C:8]1[CH:9]=[C:10](/[CH:13]=[CH:14]/[C:15]([O:17][CH2:18][CH3:19])=[O:16])[NH:11][CH:12]=1)[CH2:2][CH2:3][CH2:4][CH2:5][CH2:6][CH3:7].[H][H], predict the reaction product. The product is: [CH2:1]([C:8]1[CH:9]=[C:10]([CH2:13][CH2:14][C:15]([O:17][CH2:18][CH3:19])=[O:16])[NH:11][CH:12]=1)[CH2:2][CH2:3][CH2:4][CH2:5][CH2:6][CH3:7]. (2) Given the reactants C[O:2][C:3]([C:5]1[CH:14]=[C:13]2[C:8]([CH:9]=[CH:10][N:11]=[C:12]2[CH:15]2[CH2:17][CH2:16]2)=[C:7]([O:18][CH3:19])[CH:6]=1)=[O:4].[OH-].[Na+], predict the reaction product. The product is: [CH:15]1([C:12]2[C:13]3[C:8](=[C:7]([O:18][CH3:19])[CH:6]=[C:5]([C:3]([OH:4])=[O:2])[CH:14]=3)[CH:9]=[CH:10][N:11]=2)[CH2:16][CH2:17]1. (3) Given the reactants [CH3:1][O-].[Na+].[N:4]#[C:5][NH2:6].[N:7]([C:10]1[CH:15]=[CH:14][C:13]([S:16]([NH2:19])(=[O:18])=[O:17])=[CH:12][CH:11]=1)=[C:8]=[S:9].IC, predict the reaction product. The product is: [C:5](/[N:6]=[C:8](\[S:9][CH3:1])/[NH:7][C:10]1[CH:11]=[CH:12][C:13]([S:16](=[O:17])(=[O:18])[NH2:19])=[CH:14][CH:15]=1)#[N:4]. (4) Given the reactants C([O:3][C:4]([C:6]1[C:10]2[CH:11]=[CH:12][C:13]([C:15]3[CH:16]=[C:17]([CH3:21])[CH:18]=[CH:19][CH:20]=3)=[CH:14][C:9]=2[O:8][C:7]=1[C:22](=[O:31])[C:23]1[CH:28]=[CH:27][C:26]([Cl:29])=[CH:25][C:24]=1[Cl:30])=[O:5])C.[OH-].[K+].Cl, predict the reaction product. The product is: [Cl:30][C:24]1[CH:25]=[C:26]([Cl:29])[CH:27]=[CH:28][C:23]=1[C:22]([C:7]1[O:8][C:9]2[CH:14]=[C:13]([C:15]3[CH:16]=[C:17]([CH3:21])[CH:18]=[CH:19][CH:20]=3)[CH:12]=[CH:11][C:10]=2[C:6]=1[C:4]([OH:5])=[O:3])=[O:31]. (5) Given the reactants [Si]([O:8][CH2:9][CH2:10][C@H:11]([NH:18][C:19]1[O:20][C:21]([CH3:35])([CH3:34])[CH:22]([C:27]2[CH:28]=[C:29]([OH:33])[CH:30]=[CH:31][CH:32]=2)[S:23](=[O:26])(=[O:25])[N:24]=1)[C:12]1[CH:17]=[CH:16][CH:15]=[CH:14][CH:13]=1)(C(C)(C)C)(C)C.CI.[CH3:38][Si]([N-][Si](C)(C)C)(C)C.[Na+], predict the reaction product. The product is: [CH3:38][O:33][C:29]1[CH:28]=[C:27]([CH:22]2[C:21]([CH3:34])([CH3:35])[O:20][C:19]([NH:18][C@H:11]([C:12]3[CH:13]=[CH:14][CH:15]=[CH:16][CH:17]=3)[CH2:10][CH2:9][OH:8])=[N:24][S:23]2(=[O:26])=[O:25])[CH:32]=[CH:31][CH:30]=1.